This data is from Forward reaction prediction with 1.9M reactions from USPTO patents (1976-2016). The task is: Predict the product of the given reaction. (1) The product is: [CH3:12][N:2]([CH3:1])[C:3]1[CH:4]=[CH:5][C:6]([C:7]([NH:61][C:58]2[S:59][C:60]3[C:52]([CH:47]4[CH2:48][O:49][CH2:50][CH2:51][O:46]4)=[CH:53][CH:54]=[C:55]([O:62][CH3:63])[C:56]=3[N:57]=2)=[O:9])=[CH:10][CH:11]=1. Given the reactants [CH3:1][N:2]([CH3:12])[C:3]1[CH:11]=[CH:10][C:6]([C:7]([OH:9])=O)=[CH:5][CH:4]=1.CN(C(ON1N=NC2C=CC=NC1=2)=[N+](C)C)C.F[P-](F)(F)(F)(F)F.C(N(C(C)C)C(C)C)C.[O:46]1[CH2:51][CH2:50][O:49][CH2:48][CH:47]1[C:52]1[C:60]2[S:59][C:58]([NH2:61])=[N:57][C:56]=2[C:55]([O:62][CH3:63])=[CH:54][CH:53]=1, predict the reaction product. (2) Given the reactants [CH2:1]([O:8][C:9]1[CH:14]=[CH:13][CH:12]=[CH:11][C:10]=1B(O)O)[C:2]1[CH:7]=[CH:6][CH:5]=[CH:4][CH:3]=1.Br[C:19]1[CH:28]=[CH:27][C:26]([N+:29]([O-:31])=[O:30])=[CH:25][C:20]=1[C:21]([O:23][CH3:24])=[O:22].C(=O)([O-])[O-].[Cs+].[Cs+].C(OCC)(=O)C, predict the reaction product. The product is: [CH2:1]([O:8][C:9]1[CH:14]=[CH:13][CH:12]=[CH:11][C:10]=1[C:19]1[CH:28]=[CH:27][C:26]([N+:29]([O-:31])=[O:30])=[CH:25][C:20]=1[C:21]([O:23][CH3:24])=[O:22])[C:2]1[CH:7]=[CH:6][CH:5]=[CH:4][CH:3]=1. (3) Given the reactants [Br:1][C:2]1[CH:7]=[C:6]([CH:8]=[O:9])[CH:5]=[CH:4][N:3]=1.[BH4-].[Na+].[NH4+].[Cl-], predict the reaction product. The product is: [Br:1][C:2]1[CH:7]=[C:6]([CH2:8][OH:9])[CH:5]=[CH:4][N:3]=1. (4) The product is: [Br:13][C:5]1[C:4]([C:7]2[CH:12]=[CH:11][N:10]=[CH:9][CH:8]=2)=[N:3][N:2]([CH3:1])[CH:6]=1. Given the reactants [CH3:1][N:2]1[CH:6]=[CH:5][C:4]([C:7]2[CH:12]=[CH:11][N:10]=[CH:9][CH:8]=2)=[N:3]1.[Br:13]Br.CO, predict the reaction product.